From a dataset of Catalyst prediction with 721,799 reactions and 888 catalyst types from USPTO. Predict which catalyst facilitates the given reaction. (1) Reactant: [NH2:1][C:2]1[C:11]([C:12]([O:14]CC=C)=[O:13])=[C:5]2[N:6]=[CH:7][C:8]([Cl:10])=[CH:9][N:4]2[N:3]=1.C1([SiH3])C=CC=CC=1. Product: [NH2:1][C:2]1[C:11]([C:12]([OH:14])=[O:13])=[C:5]2[N:6]=[CH:7][C:8]([Cl:10])=[CH:9][N:4]2[N:3]=1. The catalyst class is: 532. (2) Reactant: O[C:2]([C:6]1[CH:11]=[CH:10][CH:9]=[C:8]([N+:12]([O-:14])=[O:13])[CH:7]=1)([CH3:5])[C:3]#[N:4].C(N(S(F)(F)[F:21])CC)C. Product: [F:21][C:2]([C:6]1[CH:11]=[CH:10][CH:9]=[C:8]([N+:12]([O-:14])=[O:13])[CH:7]=1)([CH3:5])[C:3]#[N:4]. The catalyst class is: 2. (3) Reactant: [Cl:1][C:2]1[CH:7]=[CH:6][C:5]([C:8]2([OH:14])[CH2:13][CH2:12][NH:11][CH2:10][CH2:9]2)=[CH:4][CH:3]=1.[C:15]([O:19][C:20](O[C:20]([O:19][C:15]([CH3:18])([CH3:17])[CH3:16])=[O:21])=[O:21])([CH3:18])([CH3:17])[CH3:16].C(N(C(C)C)CC)(C)C. Product: [Cl:1][C:2]1[CH:7]=[CH:6][C:5]([C:8]2([OH:14])[CH2:9][CH2:10][N:11]([C:20]([O:19][C:15]([CH3:18])([CH3:17])[CH3:16])=[O:21])[CH2:12][CH2:13]2)=[CH:4][CH:3]=1. The catalyst class is: 2.